Predict the product of the given reaction. From a dataset of Forward reaction prediction with 1.9M reactions from USPTO patents (1976-2016). (1) Given the reactants Br[C:2]1[CH:7]=[CH:6][C:5]([S:8]([N:11]2[CH2:25][CH2:24][C:14]3([O:19][CH2:18][C:17](=[O:20])[N:16]([CH:21]4[CH2:23][CH2:22]4)[CH2:15]3)[CH2:13][CH2:12]2)(=[O:10])=[O:9])=[CH:4][CH:3]=1.[NH:26]1[C:34]2[C:29](=[CH:30][CH:31]=[C:32](B(O)O)[CH:33]=2)[CH:28]=[N:27]1.C([O-])([O-])=O.[K+].[K+], predict the reaction product. The product is: [CH:21]1([N:16]2[CH2:15][C:14]3([CH2:24][CH2:25][N:11]([S:8]([C:5]4[CH:6]=[CH:7][C:2]([C:32]5[CH:33]=[C:34]6[C:29]([CH:28]=[N:27][NH:26]6)=[CH:30][CH:31]=5)=[CH:3][CH:4]=4)(=[O:10])=[O:9])[CH2:12][CH2:13]3)[O:19][CH2:18][C:17]2=[O:20])[CH2:23][CH2:22]1. (2) Given the reactants [NH:1]1[CH2:4][CH:3]([C:5]([O:7][CH3:8])=[O:6])[CH2:2]1.CCN(C(C)C)C(C)C.Br[CH2:19][C:20]1[CH:25]=[CH:24][CH:23]=[CH:22][CH:21]=1.O, predict the reaction product. The product is: [CH2:19]([N:1]1[CH2:4][CH:3]([C:5]([O:7][CH3:8])=[O:6])[CH2:2]1)[C:20]1[CH:25]=[CH:24][CH:23]=[CH:22][CH:21]=1. (3) Given the reactants Br[C:2]1[CH:3]=[C:4]([CH3:12])[C:5]([CH3:11])=[C:6]([CH:10]=1)[C:7]([OH:9])=[O:8].[F:13][C:14]1[CH:15]=[C:16](B(O)O)[CH:17]=[C:18]([F:20])[CH:19]=1.C([O-])([O-])=O.[Na+].[Na+].Cl, predict the reaction product. The product is: [F:13][C:14]1[CH:15]=[C:16]([C:2]2[CH:3]=[C:4]([CH3:12])[C:5]([CH3:11])=[C:6]([CH:10]=2)[C:7]([OH:9])=[O:8])[CH:17]=[C:18]([F:20])[CH:19]=1. (4) Given the reactants C(N(CC)CC)C.[CH3:8][N:9]1[C:17]2[C:12](=[CH:13][CH:14]=[CH:15][CH:16]=2)[C:11]([CH:18]=[O:19])=[N:10]1.[CH:20](=[N:27][C:28]1[CH:33]=[CH:32][CH:31]=[C:30]([O:34][CH3:35])[CH:29]=1)[C:21]1[CH:26]=[CH:25][CH:24]=[CH:23][CH:22]=1, predict the reaction product. The product is: [CH3:35][O:34][C:30]1[CH:29]=[C:28]([NH:27][CH:20]([C:21]2[CH:26]=[CH:25][CH:24]=[CH:23][CH:22]=2)[C:18]([C:11]2[C:12]3[C:17](=[CH:16][CH:15]=[CH:14][CH:13]=3)[N:9]([CH3:8])[N:10]=2)=[O:19])[CH:33]=[CH:32][CH:31]=1. (5) Given the reactants [Cl-].O[NH3+:3].[C:4](=[O:7])([O-])[OH:5].[Na+].[Si]([O:16][CH:17]([C:19]1[CH:24]=[CH:23][C:22]([N:25]2[C:30](=[O:31])[C:29]([CH2:32][C:33]3[CH:38]=[CH:37][C:36]([C:39]4[C:40]([C:45]#[N:46])=[CH:41][CH:42]=[CH:43][CH:44]=4)=[CH:35][CH:34]=3)=[C:28]([CH2:47][CH2:48][CH3:49])[N:27]3[N:50]=[CH:51][N:52]=[C:26]23)=[CH:21][CH:20]=1)[CH3:18])(C(C)(C)C)(C)C, predict the reaction product. The product is: [OH:16][CH:17]([C:19]1[CH:24]=[CH:23][C:22]([N:25]2[C:30](=[O:31])[C:29]([CH2:32][C:33]3[CH:34]=[CH:35][C:36]([C:39]4[CH:44]=[CH:43][CH:42]=[CH:41][C:40]=4[C:45]4[NH:46][C:4](=[O:7])[O:5][N:3]=4)=[CH:37][CH:38]=3)=[C:28]([CH2:47][CH2:48][CH3:49])[N:27]3[N:50]=[CH:51][N:52]=[C:26]23)=[CH:21][CH:20]=1)[CH3:18]. (6) Given the reactants C(O[C:6]([N:8]1[CH2:13][CH2:12][C@H:11]([O:14][CH3:15])[C@H:10]([F:16])[CH2:9]1)=O)(C)(C)C.ClC1[N:23]=[C:22]([NH2:24])[CH:21]=[CH:20][N:19]=1.C(N(CC)CC)C.C(O)(C)C, predict the reaction product. The product is: [F:16][C@H:10]1[C@@H:11]([O:14][CH3:15])[CH2:12][CH2:13][N:8]([C:6]2[N:23]=[C:22]([NH2:24])[CH:21]=[CH:20][N:19]=2)[CH2:9]1. (7) Given the reactants [Si]([O:8][C@@H:9]([CH3:34])[C@@H:10]([NH:23][C:24]1[CH:31]=[CH:30][C:27]([C:28]#[N:29])=[C:26]([Cl:32])[C:25]=1[CH3:33])[C:11]1[O:12][C:13]([C:16]2[CH:21]=[CH:20][C:19]([I:22])=[CH:18][CH:17]=2)=[N:14][N:15]=1)(C(C)(C)C)(C)C.CCCC[N+](CCCC)(CCCC)CCCC.[F-], predict the reaction product. The product is: [Cl:32][C:26]1[C:25]([CH3:33])=[C:24]([NH:23][C@@H:10]([C:11]2[O:12][C:13]([C:16]3[CH:17]=[CH:18][C:19]([I:22])=[CH:20][CH:21]=3)=[N:14][N:15]=2)[C@@H:9]([OH:8])[CH3:34])[CH:31]=[CH:30][C:27]=1[C:28]#[N:29]. (8) Given the reactants [CH3:1][C:2]1([CH3:20])[CH2:6][C:5]2([CH2:11][CH2:10][CH:9]([C:12]3[N:16]([CH3:17])[N:15]=[CH:14][C:13]=3[CH:18]=[O:19])[CH2:8][CH2:7]2)[O:4][CH2:3]1.[H][H], predict the reaction product. The product is: [CH3:1][C:2]1([CH3:20])[CH2:6][C:5]2([CH2:7][CH2:8][CH:9]([C:12]3[N:16]([CH3:17])[N:15]=[CH:14][C:13]=3[CH2:18][OH:19])[CH2:10][CH2:11]2)[O:4][CH2:3]1.